This data is from Catalyst prediction with 721,799 reactions and 888 catalyst types from USPTO. The task is: Predict which catalyst facilitates the given reaction. Reactant: CCOC(/N=N/C(OCC)=O)=O.[CH2:13]([O:15][C:16](=[O:25])[C:17]1[CH:22]=[CH:21][C:20]([OH:23])=[C:19]([F:24])[CH:18]=1)[CH3:14].[C:26]([O:30][C:31]([N:33]1[CH2:38][CH2:37][N:36]([CH2:39][CH2:40][CH2:41]O)[CH2:35][CH2:34]1)=[O:32])([CH3:29])([CH3:28])[CH3:27]. The catalyst class is: 7. Product: [C:26]([O:30][C:31]([N:33]1[CH2:38][CH2:37][N:36]([CH2:39][CH2:40][CH2:41][O:23][C:20]2[CH:21]=[CH:22][C:17]([C:16]([O:15][CH2:13][CH3:14])=[O:25])=[CH:18][C:19]=2[F:24])[CH2:35][CH2:34]1)=[O:32])([CH3:29])([CH3:28])[CH3:27].